From a dataset of Reaction yield outcomes from USPTO patents with 853,638 reactions. Predict the reaction yield, written as a fraction of the theoretical maximum amount of product (1.0 means a 100% yield; for example, 0.34 means a 34% yield). The reactants are [CH3:1][O:2][C:3](=[O:15])[C:4]1[C:5](=[C:10](I)[CH:11]=[CH:12][CH:13]=1)[C:6]([O:8][CH3:9])=[O:7].[CH3:16][N:17]([CH3:31])[CH2:18][CH2:19][CH2:20][O:21][C:22]1[CH:27]=[CH:26][C:25]([NH2:28])=[C:24]([O:29][CH3:30])[CH:23]=1.C1C=CC(P(C2C(C3C(P(C4C=CC=CC=4)C4C=CC=CC=4)=CC=C4C=3C=CC=C4)=C3C(C=CC=C3)=CC=2)C2C=CC=CC=2)=CC=1.C(=O)([O-])[O-].[Cs+].[Cs+]. The catalyst is C1(C)C=CC=CC=1.C(Cl)Cl.C1C=CC(/C=C/C(/C=C/C2C=CC=CC=2)=O)=CC=1.C1C=CC(/C=C/C(/C=C/C2C=CC=CC=2)=O)=CC=1.C1C=CC(/C=C/C(/C=C/C2C=CC=CC=2)=O)=CC=1.[Pd].[Pd]. The product is [CH3:1][O:2][C:3](=[O:15])[C:4]1[C:5](=[C:10]([NH:28][C:25]2[CH:26]=[CH:27][C:22]([O:21][CH2:20][CH2:19][CH2:18][N:17]([CH3:31])[CH3:16])=[CH:23][C:24]=2[O:29][CH3:30])[CH:11]=[CH:12][CH:13]=1)[C:6]([O:8][CH3:9])=[O:7]. The yield is 0.460.